This data is from Full USPTO retrosynthesis dataset with 1.9M reactions from patents (1976-2016). The task is: Predict the reactants needed to synthesize the given product. Given the product [C:25]([NH:24][CH2:23][CH:22]([OH:28])[CH2:21][O:20][C:17]1[CH:16]=[CH:15][C:14]([CH2:13][O:12][CH2:11][CH2:10][CH2:9][O:8][C:7]2[CH:6]=[CH:5][C:4]([C:29]3[CH2:30][CH2:31][C:32](=[O:35])[NH:33][N:34]=3)=[CH:3][C:2]=2[Cl:1])=[CH:19][CH:18]=1)([CH3:36])([CH3:26])[CH3:27], predict the reactants needed to synthesize it. The reactants are: [Cl:1][C:2]1[CH:3]=[C:4]([C:29]2[CH2:30][CH2:31][C:32](=[O:35])[NH:33][N:34]=2)[CH:5]=[CH:6][C:7]=1[O:8][CH2:9][CH2:10][CH2:11][O:12][CH2:13][C:14]1[CH:19]=[CH:18][C:17]([O:20][CH2:21][CH:22]([OH:28])[CH2:23][NH:24][CH:25]([CH3:27])[CH3:26])=[CH:16][CH:15]=1.[C:36](N)(C)(C)C.